The task is: Predict the reactants needed to synthesize the given product.. This data is from Full USPTO retrosynthesis dataset with 1.9M reactions from patents (1976-2016). Given the product [ClH:36].[CH2:1]([C:5]1([N:33]([CH3:35])[CH3:34])[CH2:10][CH2:9][C:8]([C:22]2[N:23]([CH3:32])[C:24]3[C:29]([C:30]=2[CH3:31])=[CH:28][CH:27]=[CH:26][CH:25]=3)([C:11]2[N:12]([CH3:21])[C:13]3[C:18]([C:19]=2[CH3:20])=[CH:17][CH:16]=[CH:15][CH:14]=3)[CH2:7][CH2:6]1)[CH2:2][CH2:3][CH3:4], predict the reactants needed to synthesize it. The reactants are: [CH2:1]([C:5]1([N:33]([CH3:35])[CH3:34])[CH2:10][CH2:9][C:8]([C:22]2[N:23]([CH3:32])[C:24]3[C:29]([C:30]=2[CH3:31])=[CH:28][CH:27]=[CH:26][CH:25]=3)([C:11]2[N:12]([CH3:21])[C:13]3[C:18]([C:19]=2[CH3:20])=[CH:17][CH:16]=[CH:15][CH:14]=3)[CH2:7][CH2:6]1)[CH2:2][CH2:3][CH3:4].[Cl:36][Si](C)(C)C.